This data is from NCI-60 drug combinations with 297,098 pairs across 59 cell lines. The task is: Regression. Given two drug SMILES strings and cell line genomic features, predict the synergy score measuring deviation from expected non-interaction effect. (1) Drug 1: C1=CC(=CC=C1CC(C(=O)O)N)N(CCCl)CCCl.Cl. Drug 2: COC1=C2C(=CC3=C1OC=C3)C=CC(=O)O2. Cell line: COLO 205. Synergy scores: CSS=24.7, Synergy_ZIP=-1.21, Synergy_Bliss=-1.11, Synergy_Loewe=-17.1, Synergy_HSA=-5.66. (2) Drug 1: C1=CC(=CC=C1CCC2=CNC3=C2C(=O)NC(=N3)N)C(=O)NC(CCC(=O)O)C(=O)O. Synergy scores: CSS=64.2, Synergy_ZIP=-1.20, Synergy_Bliss=1.99, Synergy_Loewe=-1.65, Synergy_HSA=5.12. Drug 2: CC=C1C(=O)NC(C(=O)OC2CC(=O)NC(C(=O)NC(CSSCCC=C2)C(=O)N1)C(C)C)C(C)C. Cell line: SNB-19. (3) Drug 1: CS(=O)(=O)C1=CC(=C(C=C1)C(=O)NC2=CC(=C(C=C2)Cl)C3=CC=CC=N3)Cl. Drug 2: C(CN)CNCCSP(=O)(O)O. Cell line: OVCAR-4. Synergy scores: CSS=5.03, Synergy_ZIP=-1.16, Synergy_Bliss=0.783, Synergy_Loewe=-0.961, Synergy_HSA=-0.489. (4) Drug 1: CC1C(C(=O)NC(C(=O)N2CCCC2C(=O)N(CC(=O)N(C(C(=O)O1)C(C)C)C)C)C(C)C)NC(=O)C3=C4C(=C(C=C3)C)OC5=C(C(=O)C(=C(C5=N4)C(=O)NC6C(OC(=O)C(N(C(=O)CN(C(=O)C7CCCN7C(=O)C(NC6=O)C(C)C)C)C)C(C)C)C)N)C. Drug 2: CCC1(C2=C(COC1=O)C(=O)N3CC4=CC5=C(C=CC(=C5CN(C)C)O)N=C4C3=C2)O.Cl. Cell line: OVCAR3. Synergy scores: CSS=53.0, Synergy_ZIP=1.48, Synergy_Bliss=0.455, Synergy_Loewe=5.60, Synergy_HSA=7.36. (5) Drug 1: C1=C(C(=O)NC(=O)N1)N(CCCl)CCCl. Drug 2: C1=NC2=C(N=C(N=C2N1C3C(C(C(O3)CO)O)O)F)N. Cell line: UACC62. Synergy scores: CSS=16.0, Synergy_ZIP=-9.73, Synergy_Bliss=-9.87, Synergy_Loewe=-10.7, Synergy_HSA=-9.17. (6) Synergy scores: CSS=7.13, Synergy_ZIP=-1.23, Synergy_Bliss=1.87, Synergy_Loewe=-0.826, Synergy_HSA=0.0509. Drug 2: CC12CCC3C(C1CCC2OP(=O)(O)O)CCC4=C3C=CC(=C4)OC(=O)N(CCCl)CCCl.[Na+]. Cell line: M14. Drug 1: C1CC(C1)(C(=O)O)C(=O)O.[NH2-].[NH2-].[Pt+2]. (7) Drug 1: CN1C(=O)N2C=NC(=C2N=N1)C(=O)N. Synergy scores: CSS=1.48, Synergy_ZIP=1.70, Synergy_Bliss=2.61, Synergy_Loewe=-1.23, Synergy_HSA=-0.668. Drug 2: C(=O)(N)NO. Cell line: HOP-92. (8) Drug 1: CC(C1=C(C=CC(=C1Cl)F)Cl)OC2=C(N=CC(=C2)C3=CN(N=C3)C4CCNCC4)N. Drug 2: C1CCC(CC1)NC(=O)N(CCCl)N=O. Cell line: COLO 205. Synergy scores: CSS=23.4, Synergy_ZIP=-7.93, Synergy_Bliss=-0.646, Synergy_Loewe=-6.35, Synergy_HSA=-2.74. (9) Drug 1: CC1OCC2C(O1)C(C(C(O2)OC3C4COC(=O)C4C(C5=CC6=C(C=C35)OCO6)C7=CC(=C(C(=C7)OC)O)OC)O)O. Drug 2: CC1C(C(CC(O1)OC2CC(OC(C2O)C)OC3=CC4=CC5=C(C(=O)C(C(C5)C(C(=O)C(C(C)O)O)OC)OC6CC(C(C(O6)C)O)OC7CC(C(C(O7)C)O)OC8CC(C(C(O8)C)O)(C)O)C(=C4C(=C3C)O)O)O)O. Cell line: KM12. Synergy scores: CSS=15.0, Synergy_ZIP=-2.32, Synergy_Bliss=-1.55, Synergy_Loewe=3.32, Synergy_HSA=1.94.